From a dataset of Reaction yield outcomes from USPTO patents with 853,638 reactions. Predict the reaction yield, written as a fraction of the theoretical maximum amount of product (1.0 means a 100% yield; for example, 0.34 means a 34% yield). (1) The reactants are [C:1]([O:5][C:6](=[O:25])[NH:7][C@H:8]([C:12]1[CH:17]=[C:16]([C:18]2[N:22]([CH3:23])[N:21]=[CH:20][C:19]=2[NH2:24])[CH:15]=[CH:14][N:13]=1)[CH2:9][CH:10]=[CH2:11])([CH3:4])([CH3:3])[CH3:2].[CH:26]([CH:29]([CH:33]=[CH2:34])[C:30](O)=[O:31])([CH3:28])[CH3:27].N1C=CC=CC=1.C(P1(=O)OP(CCC)(=O)OP(CCC)(=O)O1)CC. The catalyst is CCOC(C)=O. The product is [C:1]([O:5][C:6](=[O:25])[NH:7][C@H:8]([C:12]1[CH:17]=[C:16]([C:18]2[N:22]([CH3:23])[N:21]=[CH:20][C:19]=2[NH:24][C:30](=[O:31])[CH:29]([CH:26]([CH3:28])[CH3:27])[CH:33]=[CH2:34])[CH:15]=[CH:14][N:13]=1)[CH2:9][CH:10]=[CH2:11])([CH3:2])([CH3:4])[CH3:3]. The yield is 0.840. (2) The yield is 0.860. The catalyst is CN(C1C=CN=CC=1)C.C(Cl)Cl.C(Cl)(=O)C. The product is [CH3:26][O:25][C:22]1[CH:23]=[CH:24][C:19]([CH2:18][N:15]2[CH2:16][CH2:17][N:12]3[N:11]=[C:10]([CH2:8][O:7][C:5](=[O:3])[CH3:6])[CH:28]=[C:13]3[C:14]2=[O:27])=[CH:20][CH:21]=1. The reactants are C(Cl)(=[O:3])C.[CH2:5]([O:7][C:8]([C:10]1[CH:28]=[C:13]2[C:14](=[O:27])[N:15]([CH2:18][C:19]3[CH:24]=[CH:23][C:22]([O:25][CH3:26])=[CH:21][CH:20]=3)[CH2:16][CH2:17][N:12]2[N:11]=1)=O)[CH3:6].C([O-])([O-])=O.[Na+].[Na+]. (3) The reactants are [CH3:1][O:2][C:3](=[O:31])[C@H:4]([CH2:21][C:22]1[CH:27]=[CH:26][C:25]([N+:28]([O-])=O)=[CH:24][CH:23]=1)[NH:5][C:6]([C:8]1([CH2:13][CH2:14][CH2:15][CH2:16][S:17]([CH3:20])(=[O:19])=[O:18])[CH2:12][CH2:11][CH2:10][CH2:9]1)=[S:7].C1COCC1.[Cl-].[NH4+].O. The catalyst is CO.[Zn]. The product is [CH3:1][O:2][C:3](=[O:31])[C@H:4]([CH2:21][C:22]1[CH:27]=[CH:26][C:25]([NH2:28])=[CH:24][CH:23]=1)[NH:5][C:6]([C:8]1([CH2:13][CH2:14][CH2:15][CH2:16][S:17]([CH3:20])(=[O:19])=[O:18])[CH2:12][CH2:11][CH2:10][CH2:9]1)=[S:7]. The yield is 0.980. (4) The reactants are [Cl:1][C:2]1[N:7]=[C:6]([NH:8][CH2:9][CH2:10][CH2:11][OH:12])[CH:5]=[CH:4][C:3]=1[C:13]([F:16])([F:15])[F:14].O[C:18]1[CH:19]=[C:20]2[C:24](=[CH:25][CH:26]=1)[C@H:23]([CH2:27][C:28]([O:30][CH2:31][CH3:32])=[O:29])[CH2:22][CH2:21]2.C1(P(C2C=CC=CC=2)C2C=CC=CC=2)C=CC=CC=1.N(C(N1CCCCC1)=O)=NC(N1CCCCC1)=O. The catalyst is C1COCC1. The product is [Cl:1][C:2]1[N:7]=[C:6]([NH:8][CH2:9][CH2:10][CH2:11][O:12][C:18]2[CH:19]=[C:20]3[C:24](=[CH:25][CH:26]=2)[C@H:23]([CH2:27][C:28]([O:30][CH2:31][CH3:32])=[O:29])[CH2:22][CH2:21]3)[CH:5]=[CH:4][C:3]=1[C:13]([F:16])([F:14])[F:15]. The yield is 0.640.